Predict the product of the given reaction. From a dataset of Forward reaction prediction with 1.9M reactions from USPTO patents (1976-2016). The product is: [NH2:13][C:12]1[CH:14]=[C:8]([C:22]2[C:23]([C:24]#[N:25])=[CH:26][CH:27]=[CH:28][CH:29]=2)[CH:9]=[CH:10][C:11]=1[N:15]1[CH:19]=[CH:18][CH:17]=[N:16]1. Given the reactants CC1(C)COB([C:8]2[CH:9]=[CH:10][C:11]([N:15]3[CH:19]=[CH:18][CH:17]=[N:16]3)=[C:12]([CH:14]=2)[NH2:13])OC1.Br[C:22]1[CH:29]=[CH:28][CH:27]=[CH:26][C:23]=1[C:24]#[N:25].P([O-])([O-])([O-])=O.[K+].[K+].[K+], predict the reaction product.